This data is from Forward reaction prediction with 1.9M reactions from USPTO patents (1976-2016). The task is: Predict the product of the given reaction. Given the reactants [Br:1][C:2]1[CH:3]=[C:4]2[C:9](=[CH:10][CH:11]=1)[N:8]=[CH:7][C:6]([CH:12]=O)=[CH:5]2.C1(P(=[CH:33][C:34]([O:36][CH3:37])=[O:35])(C2C=CC=CC=2)C2C=CC=CC=2)C=CC=CC=1, predict the reaction product. The product is: [Br:1][C:2]1[CH:3]=[C:4]2[C:9](=[CH:10][CH:11]=1)[N:8]=[CH:7][C:6]([CH:12]=[CH:33][C:34]([O:36][CH3:37])=[O:35])=[CH:5]2.